From a dataset of Full USPTO retrosynthesis dataset with 1.9M reactions from patents (1976-2016). Predict the reactants needed to synthesize the given product. (1) Given the product [F:25][C:21]1[CH:20]=[C:19]([CH:24]=[CH:23][CH:22]=1)[CH2:18][O:17][C:14]1[CH:13]=[CH:12][C:11]([N:7]2[C:8](=[O:10])[CH2:9][C@@H:5]([C:3]([OH:4])=[O:2])[CH2:6]2)=[CH:16][CH:15]=1, predict the reactants needed to synthesize it. The reactants are: C[O:2][C:3]([C@@H:5]1[CH2:9][C:8](=[O:10])[N:7]([C:11]2[CH:16]=[CH:15][C:14]([O:17][CH2:18][C:19]3[CH:24]=[CH:23][CH:22]=[C:21]([F:25])[CH:20]=3)=[CH:13][CH:12]=2)[CH2:6]1)=[O:4].Cl. (2) Given the product [Cl:14][C:15]1[CH:20]=[CH:19][C:18]([S:21]([CH2:7][C:8]2[CH:13]=[CH:12][N:11]=[CH:10][CH:9]=2)(=[O:23])=[O:22])=[CH:17][CH:16]=1, predict the reactants needed to synthesize it. The reactants are: C(O)CC.Cl.Cl[CH2:7][C:8]1[CH:13]=[CH:12][N:11]=[CH:10][CH:9]=1.[Cl:14][C:15]1[CH:20]=[CH:19][C:18]([S:21]([O-:23])=[O:22])=[CH:17][CH:16]=1.[Na+].C([O-])(=O)C.[K+]. (3) Given the product [CH2:46]([C@H:37]1[CH2:38][N:39]([CH:42]2[CH2:43][O:44][CH2:45]2)[CH2:40][CH2:41][N:36]1[C:33]1[CH:34]=[CH:35][C:30]([NH:29][C:27]2[C:26](=[O:48])[N:25]([CH3:49])[CH:24]=[C:23]([C:19]3[CH:18]=[CH:17][N:16]=[C:15]([N:8]4[CH2:7][CH2:6][N:5]5[C:4]6[CH2:3][C:2]([CH3:50])([CH3:1])[CH2:13][C:12]=6[CH:11]=[C:10]5[C:9]4=[O:14])[C:20]=3[CH2:21][OH:22])[CH:28]=2)=[N:31][CH:32]=1)[CH3:47], predict the reactants needed to synthesize it. The reactants are: [CH3:1][C:2]1([CH3:50])[CH2:13][C:12]2[CH:11]=[C:10]3[N:5]([CH2:6][CH2:7][N:8]([C:15]4[C:20]([CH:21]=[O:22])=[C:19]([C:23]5[CH:28]=[C:27]([NH:29][C:30]6[CH:35]=[CH:34][C:33]([N:36]7[CH2:41][CH2:40][N:39]([CH:42]8[CH2:45][O:44][CH2:43]8)[CH2:38][C@@H:37]7[CH2:46][CH3:47])=[CH:32][N:31]=6)[C:26](=[O:48])[N:25]([CH3:49])[CH:24]=5)[CH:18]=[CH:17][N:16]=4)[C:9]3=[O:14])[C:4]=2[CH2:3]1.[BH4-].[Na+]. (4) The reactants are: [Br:1][C:2]1[CH:7]=[CH:6][C:5]([C:8]2[CH:13]=[CH:12][C:11]([N:14]([CH3:16])[CH3:15])=[CH:10][C:9]=2[CH2:17][OH:18])=[CH:4][CH:3]=1. Given the product [Br:1][C:2]1[CH:7]=[CH:6][C:5]([C:8]2[C:9]([CH:17]=[O:18])=[CH:10][C:11]([N:14]([CH3:15])[CH3:16])=[CH:12][CH:13]=2)=[CH:4][CH:3]=1, predict the reactants needed to synthesize it. (5) Given the product [Br:1][C:2]1[CH:3]=[C:4]([CH:19]=[C:20]([O:22][CH2:29][C:24]2[N:25]=[CH:26][CH:27]=[CH:28][N:23]=2)[CH:21]=1)[C:5]([NH:7][C:8]1[CH:13]=[CH:12][CH:11]=[CH:10][C:9]=1[CH2:14][C:15]([O:17][CH3:18])=[O:16])=[O:6], predict the reactants needed to synthesize it. The reactants are: [Br:1][C:2]1[CH:3]=[C:4]([CH:19]=[C:20]([OH:22])[CH:21]=1)[C:5]([NH:7][C:8]1[CH:13]=[CH:12][CH:11]=[CH:10][C:9]=1[CH2:14][C:15]([O:17][CH3:18])=[O:16])=[O:6].[N:23]1[CH:28]=[CH:27][CH:26]=[N:25][C:24]=1[CH2:29]O.C1(P(C2C=CC=CC=2)C2C=CC=CC=2)C=CC=CC=1.CCOC(/N=N/C(OCC)=O)=O. (6) Given the product [C:26]([O:25][CH:19]([C:10]1[CH:11]=[CH:12][C:13]2[O:17][C:16]([CH3:18])=[N:15][C:14]=2[C:9]=1[OH:8])[C:20]([O:22][CH2:23][CH3:24])=[O:21])([CH3:28])([CH3:27])[CH3:29], predict the reactants needed to synthesize it. The reactants are: C([O:8][C:9]1[C:14]2[N:15]=[C:16]([CH3:18])[O:17][C:13]=2[CH:12]=[CH:11][C:10]=1[CH:19]([O:25][C:26]([CH3:29])([CH3:28])[CH3:27])[C:20]([O:22][CH2:23][CH3:24])=[O:21])C1C=CC=CC=1. (7) Given the product [F:11][C:9]1[CH:10]=[C:2]([C:17]2[N:16]([CH3:15])[C:20]([C:21]#[N:22])=[CH:19][CH:18]=2)[CH:3]=[C:4]2[C:8]=1[NH:7][C:6](=[O:12])[C:5]2([CH3:14])[CH3:13], predict the reactants needed to synthesize it. The reactants are: Br[C:2]1[CH:3]=[C:4]2[C:8](=[C:9]([F:11])[CH:10]=1)[NH:7][C:6](=[O:12])[C:5]2([CH3:14])[CH3:13].[CH3:15][N:16]1[C:20]([C:21]#[N:22])=[CH:19][CH:18]=[C:17]1B(O)O.[F-].[K+]. (8) Given the product [Cl:39][C:38]([Cl:41])([Cl:40])[CH2:37][O:36][C:34](=[O:35])[NH:26][C:23]1[CH:24]=[CH:25][C:20]([S:19][C:13]2[S:12][C:11]([C:9](=[O:10])[NH:8][C:4]3[CH:5]=[CH:6][CH:7]=[C:2]([Br:1])[CH:3]=3)=[CH:15][C:14]=2[NH2:16])=[CH:21][CH:22]=1, predict the reactants needed to synthesize it. The reactants are: [Br:1][C:2]1[CH:3]=[C:4]([NH:8][C:9]([C:11]2[S:12][C:13]([S:19][C:20]3[CH:25]=[CH:24][C:23]([NH2:26])=[CH:22][CH:21]=3)=[C:14]([N+:16]([O-])=O)[CH:15]=2)=[O:10])[CH:5]=[CH:6][CH:7]=1.N1C=CC=CC=1.Cl[C:34]([O:36][CH2:37][C:38]([Cl:41])([Cl:40])[Cl:39])=[O:35]. (9) Given the product [NH2:23][C:17]1[CH:18]=[CH:19][C:20]2[O:21][CH2:22][C:13]3[C:12]([C:26]([O:28][CH2:29][CH3:30])=[O:27])=[N:11][N:10]([C:8]4[CH:7]=[CH:6][C:5]5[O:1][CH2:2][O:3][C:4]=5[CH:9]=4)[C:14]=3[C:15]=2[CH:16]=1, predict the reactants needed to synthesize it. The reactants are: [O:1]1[C:5]2[CH:6]=[CH:7][C:8]([N:10]3[C:14]4[C:15]5[CH:16]=[C:17]([N+:23]([O-])=O)[CH:18]=[CH:19][C:20]=5[O:21][CH2:22][C:13]=4[C:12]([C:26]([O:28][CH2:29][CH3:30])=[O:27])=[N:11]3)=[CH:9][C:4]=2[O:3][CH2:2]1.